Dataset: Forward reaction prediction with 1.9M reactions from USPTO patents (1976-2016). Task: Predict the product of the given reaction. (1) Given the reactants [CH2:1]([C:3]1[N:13]([CH2:14][C:15]2[CH:16]=[C:17]([CH:28]=[CH:29][CH:30]=2)[C:18]([C:20]2[CH:27]=[CH:26][C:23]([CH2:24]O)=[CH:22][CH:21]=2)=[O:19])[C:6]2=[N:7][C:8]([CH3:12])=[CH:9][C:10]([CH3:11])=[C:5]2[N:4]=1)[CH3:2].C(N(CC)CC)C.CS(Cl)(=O)=O.C(=O)([O-])O.[Na+].[CH3:48][N:49]1[CH2:54][CH2:53][NH:52][CH2:51][CH2:50]1, predict the reaction product. The product is: [CH2:1]([C:3]1[N:13]([CH2:14][C:15]2[CH:16]=[C:17]([CH:28]=[CH:29][CH:30]=2)[C:18]([C:20]2[CH:27]=[CH:26][C:23]([CH2:24][N:52]3[CH2:53][CH2:54][N:49]([CH3:48])[CH2:50][CH2:51]3)=[CH:22][CH:21]=2)=[O:19])[C:6]2=[N:7][C:8]([CH3:12])=[CH:9][C:10]([CH3:11])=[C:5]2[N:4]=1)[CH3:2]. (2) Given the reactants [NH2:1][CH2:2][CH2:3][N:4]1[CH2:8][CH2:7][NH:6][C:5]1=[O:9].Cl[C:11]1[CH:16]=[C:15]([C:17]2[CH:22]=[CH:21][CH:20]=[C:19]([CH3:23])[C:18]=2[CH3:24])[N:14]=[C:13]([NH2:25])[N:12]=1, predict the reaction product. The product is: [NH2:25][C:13]1[N:12]=[C:11]([NH:1][CH2:2][CH2:3][N:4]2[CH2:8][CH2:7][NH:6][C:5]2=[O:9])[CH:16]=[C:15]([C:17]2[CH:22]=[CH:21][CH:20]=[C:19]([CH3:23])[C:18]=2[CH3:24])[N:14]=1. (3) Given the reactants [N+:1]([C:4]1[CH:9]=[CH:8][CH:7]=[CH:6][C:5]=1[C:10]1[N:11]=[C:12]2[N:17]=[CH:16][CH:15]=[CH:14][N:13]2[CH:18]=1)([O-])=O, predict the reaction product. The product is: [N:11]1[C:10]([C:5]2[CH:6]=[CH:7][CH:8]=[CH:9][C:4]=2[NH2:1])=[CH:18][N:13]2[CH:14]=[CH:15][CH:16]=[N:17][C:12]=12. (4) Given the reactants [CH:1]1([CH2:6][CH:7]([C:18]2[NH:28][C:21]3=[N:22][CH:23]=[C:24]([CH2:26][OH:27])[CH:25]=[C:20]3[CH:19]=2)[C:8]2[CH:13]=[CH:12][C:11]([S:14]([CH3:17])(=[O:16])=[O:15])=[CH:10][CH:9]=2)[CH2:5][CH2:4][CH2:3][CH2:2]1.[CH3:29][N:30]([CH2:32][C:33](O)=[O:34])[CH3:31].CN1CCOCC1.O.ON1C2C=CC=CC=2N=N1.Cl.CN(C)CCCN=C=NCC, predict the reaction product. The product is: [CH:1]1([CH2:6][CH:7]([C:18]2[NH:28][C:21]3=[N:22][CH:23]=[C:24]([CH2:26][O:27][C:33](=[O:34])[CH2:32][N:30]([CH3:31])[CH3:29])[CH:25]=[C:20]3[CH:19]=2)[C:8]2[CH:13]=[CH:12][C:11]([S:14]([CH3:17])(=[O:16])=[O:15])=[CH:10][CH:9]=2)[CH2:5][CH2:4][CH2:3][CH2:2]1. (5) The product is: [CH3:1][N:2]1[C:11]2[CH:10]=[CH:9][CH:8]=[CH:7][C:6]=2[C@@H:5]2[N:12]([C:36]([C@H:31]3[CH2:32][CH2:33][CH2:34][CH2:35][C@H:30]3[NH:29][C:21](=[O:28])[C:22]3[CH:23]=[CH:24][CH:25]=[CH:26][CH:27]=3)=[O:37])[CH2:13][CH2:14][C@@H:4]2[C@@H:3]1[C:15]1[CH:20]=[CH:19][CH:18]=[CH:17][CH:16]=1. Given the reactants [CH3:1][N:2]1[C:11]2[CH:10]=[CH:9][CH:8]=[CH:7][C:6]=2[CH:5]2[NH:12][CH2:13][CH2:14][CH:4]2[CH:3]1[C:15]1[CH:20]=[CH:19][CH:18]=[CH:17][CH:16]=1.[C:21]([NH:29][C@@H:30]1[CH2:35][CH2:34][CH2:33][CH2:32][C@@H:31]1[C:36](O)=[O:37])(=[O:28])[C:22]1[CH:27]=[CH:26][CH:25]=[CH:24][CH:23]=1.CCN=C=NCCCN(C)C.C1C=CC2N(O)N=NC=2C=1.C(=O)([O-])O.[Na+], predict the reaction product. (6) Given the reactants [CH3:1][C:2]1([CH3:25])[O:7][C:6]2[CH:8]=[CH:9][C:10]([C:12]3[CH:13]=[C:14]([C:18]([N:20]4[CH2:24][CH2:23][CH2:22][CH2:21]4)=O)[CH:15]=[CH:16][CH:17]=3)=[N:11][C:5]=2[NH:4][CH2:3]1.S(C)C.CO, predict the reaction product. The product is: [CH3:1][C:2]1([CH3:25])[O:7][C:6]2[CH:8]=[CH:9][C:10]([C:12]3[CH:17]=[CH:16][CH:15]=[C:14]([CH2:18][N:20]4[CH2:24][CH2:23][CH2:22][CH2:21]4)[CH:13]=3)=[N:11][C:5]=2[NH:4][CH2:3]1. (7) The product is: [Br:24][CH2:25][CH2:26][CH2:27][CH2:28][O:21][C:14]1[C:15]([O:19][CH3:20])=[CH:16][CH:17]=[C:18]2[C:13]=1[NH:12][C:11](=[O:22])[CH:10]=[C:9]2[NH:8][C:7]1[C:6]([Cl:23])=[CH:5][N:4]=[CH:3][C:2]=1[Cl:1]. Given the reactants [Cl:1][C:2]1[CH:3]=[N:4][CH:5]=[C:6]([Cl:23])[C:7]=1[NH:8][C:9]1[C:18]2[C:13](=[C:14]([OH:21])[C:15]([O:19][CH3:20])=[CH:16][CH:17]=2)[NH:12][C:11](=[O:22])[CH:10]=1.[Br:24][CH2:25][CH2:26][CH2:27][CH2:28]Br, predict the reaction product.